This data is from Catalyst prediction with 721,799 reactions and 888 catalyst types from USPTO. The task is: Predict which catalyst facilitates the given reaction. (1) Reactant: Br[C:2]1[CH:3]=[C:4]([CH:7]=[O:8])[O:5][CH:6]=1.[CH2:9](OB(C=C)OCCCC)[CH2:10]CC.ClC1C=CC(CC2C=C(C=O)SC=2)=CC=1. Product: [CH:9]([C:2]1[CH:3]=[C:4]([CH:7]=[O:8])[O:5][CH:6]=1)=[CH2:10]. The catalyst class is: 3. (2) Reactant: [NH2:1][C:2]1[S:3][C:4]([C:12]2[CH:17]=[CH:16][N:15]([CH3:18])[C:14](=[O:19])[CH:13]=2)=[C:5]([C:7]2[O:8][CH:9]=[CH:10][CH:11]=2)[N:6]=1.[C:20](O)(=[O:27])[C:21]1[CH:26]=[CH:25][N:24]=[CH:23][CH:22]=1.C1CN([P+](ON2N=NC3C=CC=CC2=3)(N2CCCC2)N2CCCC2)CC1.F[P-](F)(F)(F)(F)F.C(N(CC)CC)C. The catalyst class is: 18. Product: [O:8]1[CH:9]=[CH:10][CH:11]=[C:7]1[C:5]1[N:6]=[C:2]([NH:1][C:20]([C:21]2[CH:26]=[CH:25][N:24]=[CH:23][CH:22]=2)=[O:27])[S:3][C:4]=1[C:12]1[CH:17]=[CH:16][N:15]([CH3:18])[C:14](=[O:19])[CH:13]=1. (3) Reactant: C1(P(C2C=CC=CC=2)C2C=CC=CC=2)C=CC=CC=1.[C:20]([Br:24])(Br)(Br)Br.OC[C:27]1[CH:28]=[CH:29][C:30]([CH2:37][C:38]2[CH:43]=[CH:42][C:41]([F:44])=[CH:40][CH:39]=2)=[C:31]([CH:36]=1)[C:32]([O:34][CH3:35])=[O:33]. Product: [Br:24][CH2:20][C:27]1[CH:28]=[CH:29][C:30]([CH2:37][C:38]2[CH:39]=[CH:40][C:41]([F:44])=[CH:42][CH:43]=2)=[C:31]([CH:36]=1)[C:32]([O:34][CH3:35])=[O:33]. The catalyst class is: 28. (4) Reactant: [F:1][C:2]1[CH:10]=[CH:9][C:5]([C:6](Cl)=[O:7])=[CH:4][CH:3]=1.[Al+3].[Cl-].[Cl-].[Cl-].[Br:15][C:16]1[CH:17]=[C:18]([O:23][CH3:24])[CH:19]=[CH:20][C:21]=1[CH3:22]. Product: [Br:15][C:16]1[C:21]([CH3:22])=[CH:20][C:19]([C:6]([C:5]2[CH:9]=[CH:10][C:2]([F:1])=[CH:3][CH:4]=2)=[O:7])=[C:18]([O:23][CH3:24])[CH:17]=1. The catalyst class is: 26. (5) Reactant: [CH3:1][S:2]([OH:5])(=[O:4])=[O:3].[CH3:6][C:7]1[N:11]([C:12]2[CH:17]=[CH:16][C:15]([C:18]([F:21])([F:20])[F:19])=[CH:14][N:13]=2)[N:10]=[CH:9][C:8]=1[C:22]([NH:24][C:25]1[CH:26]=[N:27][C:28]([C:31]2[CH2:36][CH2:35][CH:34]([N:37]3[CH2:42][CH2:41][O:40][CH2:39][CH2:38]3)[CH2:33][CH:32]=2)=[CH:29][CH:30]=1)=[O:23]. Product: [S:2]([OH:5])(=[O:4])(=[O:3])[CH3:1].[CH3:6][C:7]1[N:11]([C:12]2[CH:17]=[CH:16][C:15]([C:18]([F:20])([F:21])[F:19])=[CH:14][N:13]=2)[N:10]=[CH:9][C:8]=1[C:22]([NH:24][C:25]1[CH:26]=[N:27][C:28]([C:31]2[CH2:36][CH2:35][CH:34]([N:37]3[CH2:38][CH2:39][O:40][CH2:41][CH2:42]3)[CH2:33][CH:32]=2)=[CH:29][CH:30]=1)=[O:23]. The catalyst class is: 147. (6) Reactant: [CH3:1][O:2][C:3]1[CH:8]=[CH:7][C:6]([CH2:9][CH:10]([C:14]2[CH:19]=[CH:18][CH:17]=[CH:16][CH:15]=2)[C:11]([OH:13])=O)=[CH:5][CH:4]=1.S(Cl)(Cl)=O. Product: [CH3:1][O:2][C:3]1[CH:4]=[C:5]2[C:6]([CH2:9][CH:10]([C:14]3[CH:19]=[CH:18][CH:17]=[CH:16][CH:15]=3)[C:11]2=[O:13])=[CH:7][CH:8]=1. The catalyst class is: 59. (7) Reactant: [CH3:1][NH:2][C:3]1[C:8]([C:9]([O:11]CC)=[O:10])=[CH:7][N:6]=[C:5]([C:14]2[CH:19]=[CH:18][CH:17]=[CH:16][CH:15]=2)[N:4]=1.[OH-].[Li+].OS(O)(=O)=O. Product: [CH3:1][NH:2][C:3]1[C:8]([C:9]([OH:11])=[O:10])=[CH:7][N:6]=[C:5]([C:14]2[CH:19]=[CH:18][CH:17]=[CH:16][CH:15]=2)[N:4]=1. The catalyst class is: 88.